Dataset: Reaction yield outcomes from USPTO patents with 853,638 reactions. Task: Predict the reaction yield, written as a fraction of the theoretical maximum amount of product (1.0 means a 100% yield; for example, 0.34 means a 34% yield). The reactants are Cl.[NH2:2][CH2:3][C:4]1[CH:9]=[CH:8][C:7]([S:10]([NH2:13])(=[O:12])=[O:11])=[CH:6][CH:5]=1.[Br:14][C:15]1[N:19]2[CH:20]=[C:21]([Br:25])[N:22]=[C:23](Br)[C:18]2=[N:17][CH:16]=1.CCN(C(C)C)C(C)C. The catalyst is C(O)C(C)C. The product is [Br:14][C:15]1[N:19]2[CH:20]=[C:21]([Br:25])[N:22]=[C:23]([NH:2][CH2:3][C:4]3[CH:5]=[CH:6][C:7]([S:10]([NH2:13])(=[O:11])=[O:12])=[CH:8][CH:9]=3)[C:18]2=[N:17][CH:16]=1. The yield is 0.760.